From a dataset of Catalyst prediction with 721,799 reactions and 888 catalyst types from USPTO. Predict which catalyst facilitates the given reaction. (1) Reactant: [CH3:1][C:2]1[CH:7]=[CH:6][C:5]([C:8]2[O:9][C:10]([CH3:33])=[C:11]([CH2:13][CH2:14][O:15][C:16]3[CH:25]=[CH:24][CH:23]=[C:22]4[C:17]=3[CH2:18][CH2:19][CH:20]=[C:21]4[CH2:26][CH:27]([O:30][CH2:31][CH3:32])[C:28]#[N:29])[N:12]=2)=[CH:4][CH:3]=1.[OH-:34].[Na+]. Product: [CH2:31]([O:30][CH:27]([CH2:26][C:21]1[C:22]2[C:17](=[C:16]([O:15][CH2:14][CH2:13][C:11]3[N:12]=[C:8]([C:5]4[CH:4]=[CH:3][C:2]([CH3:1])=[CH:7][CH:6]=4)[O:9][C:10]=3[CH3:33])[CH:25]=[CH:24][CH:23]=2)[CH2:18][CH2:19][CH:20]=1)[C:28]([NH2:29])=[O:34])[CH3:32]. The catalyst class is: 199. (2) Reactant: C(N(CC)CC)C.[CH:8]([C:10]1[C:18]2[C:13](=[CH:14][CH:15]=[CH:16][CH:17]=2)[N:12](C(OC(C)(C)C)=O)[CH:11]=1)=[O:9].[CH:26](=[N:33][C:34]1[CH:35]=[N:36][C:37]([O:42][CH2:43][CH3:44])=[C:38]([O:40][CH3:41])[CH:39]=1)[C:27]1[CH:32]=[CH:31][CH:30]=[CH:29][CH:28]=1. The catalyst class is: 433. Product: [CH2:43]([O:42][C:37]1[N:36]=[CH:35][C:34]([NH:33][CH:26]([C:27]2[CH:32]=[CH:31][CH:30]=[CH:29][CH:28]=2)[C:8]([C:10]2[C:18]3[C:13](=[CH:14][CH:15]=[CH:16][CH:17]=3)[NH:12][CH:11]=2)=[O:9])=[CH:39][C:38]=1[O:40][CH3:41])[CH3:44]. (3) Reactant: CC1(C)C[CH:10]([NH2:12])[C:9]2[C:4](=[CH:5][CH:6]=[CH:7]C=2)[O:3]1.[CH2:14]1[C:23]2[C:18](=[CH:19][CH:20]=[CH:21][CH:22]=2)[CH2:17][CH2:16][CH:15]1[CH2:24][C:25]([OH:27])=O.CCN=C=NCCCN(C)C.[ClH:39].[CH:40]1[CH:41]=[CH:42][C:43]2N(O)N=N[C:44]=2[CH:45]=1.C(N(CC)CC)C. Product: [Cl:39][C:40]1[CH:45]=[C:44]2[C:43](=[CH:42][CH:41]=1)[O:3][C:4]1([CH2:5][CH2:6][CH2:7]1)[CH2:9][CH:10]2[NH:12][C:25](=[O:27])[CH2:24][CH:15]1[CH2:16][CH2:17][C:18]2[C:23](=[CH:22][CH:21]=[CH:20][CH:19]=2)[CH2:14]1. The catalyst class is: 4. (4) Reactant: C([O:4][C@@H:5]1[C@@H:9](Br)[C@@H:8]([CH3:11])[O:7][C@H:6]1[N:12]1[CH:20]=[N:19][C:18]2[C:13]1=[N:14][C:15]([O:22][CH:23]1[CH2:27][CH2:26][CH2:25][CH2:24]1)=[N:16][C:17]=2[NH2:21])(=O)C.C(O[C@@H]1[C@@H](C)O[C@@H](N2C=NC3C2=NC(OC2CCCC2)=NC=3N)[C@H]1Br)(=O)C.C(=O)([O-])[O-].[K+].[K+]. Product: [C@@H:6]1([N:12]2[CH:20]=[N:19][C:18]3[C:13]2=[N:14][C:15]([O:22][CH:23]2[CH2:27][CH2:26][CH2:25][CH2:24]2)=[N:16][C:17]=3[NH2:21])[O:7][C@H:8]([CH3:11])[C@H:9]2[O:4][C@@H:5]12. The catalyst class is: 100. (5) Reactant: [Cl:1][C:2]1[CH:7]=[CH:6][C:5]([C:8]2[C:14]3[CH:15]=[CH:16][CH:17]=[CH:18][C:13]=3[N:12]3[C:19]([CH3:22])=[N:20][N:21]=[C:11]3[CH:10]([CH2:23][C:24]([OH:26])=O)[CH:9]=2)=[CH:4][CH:3]=1.CN(C(ON1N=NC2C=CC=NC1=2)=[N+](C)C)C.F[P-](F)(F)(F)(F)F.C(N(CC)CC)C.C(O)(=O)C(O)=O.[CH2:64]1[C:67]2([CH2:70][NH:69][CH2:68]2)[CH2:66][O:65]1. Product: [Cl:1][C:2]1[CH:3]=[CH:4][C:5]([C:8]2[C:14]3[CH:15]=[CH:16][CH:17]=[CH:18][C:13]=3[N:12]3[C:19]([CH3:22])=[N:20][N:21]=[C:11]3[CH:10]([CH2:23][C:24]([N:69]3[CH2:70][C:67]4([CH2:64][O:65][CH2:66]4)[CH2:68]3)=[O:26])[CH:9]=2)=[CH:6][CH:7]=1. The catalyst class is: 3. (6) Reactant: [NH2:1][C:2]1[CH:7]=[C:6]([CH2:8][N:9]2[C:14]3[CH:15]=[CH:16][CH:17]=[CH:18][C:13]=3[C:12](=[O:19])[O:11][C:10]2=[O:20])[CH:5]=[CH:4][N:3]=1.[C:21]([O:26][CH2:27][CH2:28][N:29]=[C:30]=[O:31])(=[O:25])[C:22]([CH3:24])=[CH2:23]. Product: [O:20]=[C:10]1[N:9]([CH2:8][C:6]2[CH:5]=[CH:4][N:3]=[C:2]([NH:1][C:30](=[O:31])[NH:29][CH2:28][CH2:27][O:26][C:21](=[O:25])[C:22]([CH3:24])=[CH2:23])[CH:7]=2)[C:14]2[CH:15]=[CH:16][CH:17]=[CH:18][C:13]=2[C:12](=[O:19])[O:11]1. The catalyst class is: 17. (7) Reactant: [NH2:1][C:2]1[CH:7]=[CH:6][C:5]([C:8]2[CH:13]=[CH:12][C:11]([C:14]([NH:16][C:17]([CH3:23])([C:19]([O:21][CH3:22])=[O:20])[CH3:18])=[O:15])=[CH:10][CH:9]=2)=[CH:4][CH:3]=1.Cl[C:25]1[S:26][C:27]2[CH:33]=[C:32]([O:34][CH3:35])[CH:31]=[CH:30][C:28]=2[N:29]=1. Product: [CH3:35][O:34][C:32]1[CH:31]=[CH:30][C:28]2[N:29]=[C:25]([NH:1][C:2]3[CH:3]=[CH:4][C:5]([C:8]4[CH:13]=[CH:12][C:11]([C:14]([NH:16][C:17]([CH3:23])([C:19]([O:21][CH3:22])=[O:20])[CH3:18])=[O:15])=[CH:10][CH:9]=4)=[CH:6][CH:7]=3)[S:26][C:27]=2[CH:33]=1. The catalyst class is: 51. (8) Reactant: [Br:1][C:2]1[CH:7]=[CH:6][C:5]([F:8])=[CH:4][C:3]=1[OH:9].[C:10]([O-])([O-])=O.[K+].[K+].CI.O. Product: [Br:1][C:2]1[CH:7]=[CH:6][C:5]([F:8])=[CH:4][C:3]=1[O:9][CH3:10]. The catalyst class is: 3. (9) Reactant: [NH2:1][C:2]1[CH:3]=[C:4]([C@H:8]([N:15]([CH3:27])[C:16](=[O:26])[CH2:17][C:18]2[CH:23]=[CH:22][C:21]([Cl:24])=[C:20]([Cl:25])[CH:19]=2)[CH2:9][N:10]2[CH2:14][CH2:13][CH2:12][CH2:11]2)[CH:5]=[CH:6][CH:7]=1.N1C=CC=CC=1.[CH2:34]1[S:38](=[O:40])(=[O:39])[CH2:37][CH:36]([S:41](Cl)(=[O:43])=[O:42])[CH:35]1[OH:45]. Product: [Cl:25][C:20]1[CH:19]=[C:18]([CH2:17][C:16]([N:15]([C@@H:8]([C:4]2[CH:5]=[CH:6][CH:7]=[C:2]([NH:1][S:41]([CH:36]3[CH:35]([OH:45])[CH2:34][S:38](=[O:40])(=[O:39])[CH2:37]3)(=[O:43])=[O:42])[CH:3]=2)[CH2:9][N:10]2[CH2:11][CH2:12][CH2:13][CH2:14]2)[CH3:27])=[O:26])[CH:23]=[CH:22][C:21]=1[Cl:24]. The catalyst class is: 4.